From a dataset of Full USPTO retrosynthesis dataset with 1.9M reactions from patents (1976-2016). Predict the reactants needed to synthesize the given product. (1) Given the product [CH:1]1([O:7][CH2:8][CH2:9][CH2:10][CH2:11][O:12][C:13]2[CH:14]=[CH:15][C:16]([CH2:19][CH2:20][CH2:21][O:22][C:23]3[CH:24]=[CH:25][C:26]([C:29]([O:31][CH2:32][CH3:33])=[O:30])=[CH:27][C:28]=3[CH2:66][C:67]([NH:40][CH:44]3[CH2:45][CH2:46][CH2:47][CH:48]([C:29]([O:31][CH3:32])=[O:30])[CH2:43]3)=[O:38])=[CH:17][CH:18]=2)[CH2:6][CH2:5][CH2:4][CH2:3][CH2:2]1, predict the reactants needed to synthesize it. The reactants are: [CH:1]1([O:7][CH2:8][CH2:9][CH2:10][CH2:11][O:12][C:13]2[CH:18]=[CH:17][C:16]([CH2:19][CH2:20][CH2:21][O:22][C:23]3[CH:28]=[CH:27][C:26]([C:29]([O:31][CH2:32][CH3:33])=[O:30])=[CH:25][C:24]=3CC(O)=O)=[CH:15][CH:14]=2)[CH2:6][CH2:5][CH2:4][CH2:3][CH2:2]1.[OH2:38].O[N:40]1[C:44]2[CH:45]=[CH:46][CH:47]=[CH:48][C:43]=2N=N1.Cl.CN(C)CCCN=C=NCC.C(N([CH2:66][CH3:67])CC)C. (2) Given the product [O:1]=[C:2]1[N:8]([CH:9]2[CH2:10][CH2:11][N:12]([C:15]([O:17][C@H:18]([CH2:37][C:38]3[CH:43]=[C:42]([CH3:44])[C:41]([OH:45])=[C:40]([CH3:46])[CH:39]=3)[C:19](=[O:20])[N:21]3[CH2:22][CH2:23][CH:24]([CH:27]4[CH2:32][CH2:31][N:30]([CH2:33][C:34]([O:36][CH2:52][CH2:53][N:54]5[CH2:59][CH2:58][CH2:57][CH2:56][C:55]5=[O:60])=[O:35])[CH2:29][CH2:28]4)[CH2:25][CH2:26]3)=[O:16])[CH2:13][CH2:14]2)[CH2:7][CH2:6][C:5]2[CH:47]=[CH:48][CH:49]=[CH:50][C:4]=2[NH:3]1, predict the reactants needed to synthesize it. The reactants are: [O:1]=[C:2]1[N:8]([CH:9]2[CH2:14][CH2:13][N:12]([C:15]([O:17][C@H:18]([CH2:37][C:38]3[CH:43]=[C:42]([CH3:44])[C:41]([OH:45])=[C:40]([CH3:46])[CH:39]=3)[C:19]([N:21]3[CH2:26][CH2:25][CH:24]([CH:27]4[CH2:32][CH2:31][N:30]([CH2:33][C:34]([OH:36])=[O:35])[CH2:29][CH2:28]4)[CH2:23][CH2:22]3)=[O:20])=[O:16])[CH2:11][CH2:10]2)[CH2:7][CH2:6][C:5]2[CH:47]=[CH:48][CH:49]=[CH:50][C:4]=2[NH:3]1.O[CH2:52][CH2:53][N:54]1[CH2:59][CH2:58][CH2:57][CH2:56][C:55]1=[O:60]. (3) Given the product [CH3:25][O:24][C:20]1[CH:21]=[C:22]2[C:17](=[CH:18][CH:19]=1)[CH2:16][N:15]([C:11]1[N:10]=[C:9]([NH:8][C:5]3[CH:6]=[CH:7][C:2]([C:29]4[CH:30]=[CH:31][N:26]=[CH:27][CH:28]=4)=[CH:3][CH:4]=3)[CH:14]=[CH:13][N:12]=1)[CH2:23]2, predict the reactants needed to synthesize it. The reactants are: Br[C:2]1[CH:7]=[CH:6][C:5]([NH:8][C:9]2[CH:14]=[CH:13][N:12]=[C:11]([N:15]3[CH2:23][C:22]4[C:17](=[CH:18][CH:19]=[C:20]([O:24][CH3:25])[CH:21]=4)[CH2:16]3)[N:10]=2)=[CH:4][CH:3]=1.[N:26]1[CH:31]=[CH:30][C:29](B(O)O)=[CH:28][CH:27]=1.C([O-])([O-])=O.[K+].[K+].O1CCOCC1. (4) Given the product [NH2:34][C:33]1[CH:35]=[CH:36][C:30]([C:2]2[C:10]3[C:5](=[N:6][C:7]([NH:11][CH2:12][CH2:13][OH:14])=[N:8][CH:9]=3)[N:4]([CH3:15])[N:3]=2)=[CH:31][CH:32]=1, predict the reactants needed to synthesize it. The reactants are: Cl[C:2]1[C:10]2[C:5](=[N:6][C:7]([NH:11][CH2:12][CH2:13][OH:14])=[N:8][CH:9]=2)[N:4]([CH3:15])[N:3]=1.C(=O)([O-])[O-].[K+].[K+].CC1(C)C(C)(C)OB([C:30]2[CH:36]=[CH:35][C:33]([NH2:34])=[CH:32][CH:31]=2)O1. (5) Given the product [I:30][C:5]1[C:6]([F:9])=[C:7]([F:8])[C:2]([F:1])=[C:3]([C@H:10]2[CH2:11][CH2:12][C@H:13]([C@H:16]3[CH2:21][CH2:20][C@H:19]([CH2:22][CH2:23][CH3:24])[CH2:18][CH2:17]3)[CH2:14][CH2:15]2)[CH:4]=1, predict the reactants needed to synthesize it. The reactants are: [F:1][C:2]1[C:7]([F:8])=[C:6]([F:9])[CH:5]=[CH:4][C:3]=1[C@H:10]1[CH2:15][CH2:14][C@H:13]([C@H:16]2[CH2:21][CH2:20][C@H:19]([CH2:22][CH2:23][CH3:24])[CH2:18][CH2:17]2)[CH2:12][CH2:11]1.C([Li])CCC.[I:30]I.S([O-])([O-])(=O)=S.[Na+].[Na+]. (6) Given the product [N:13]1[CH:14]=[CH:15][CH:16]=[C:11]([C:9]2[NH:8][N:7]=[C:6]([C:4]([OH:5])=[O:3])[CH:10]=2)[CH:12]=1, predict the reactants needed to synthesize it. The reactants are: C([O:3][C:4]([C:6]1[CH:10]=[C:9]([C:11]2[CH:12]=[N:13][CH:14]=[CH:15][CH:16]=2)[NH:8][N:7]=1)=[O:5])C.CO.O[Li].O.Cl. (7) Given the product [CH3:13][O:14][C:15]1[CH:22]=[CH:21][CH:20]=[CH:19][C:16]=1[CH2:17][NH:18][C:2]1[CH:11]=[CH:10][C:9]2[C:4](=[CH:5][CH:6]=[C:7]([NH:30][CH2:29][C:28]3[N:24]([CH3:23])[CH:25]=[N:26][CH:27]=3)[CH:8]=2)[N:3]=1, predict the reactants needed to synthesize it. The reactants are: Cl[C:2]1[CH:11]=[CH:10][C:9]2[C:4](=[CH:5][CH:6]=[C:7](Cl)[CH:8]=2)[N:3]=1.[CH3:13][O:14][C:15]1[CH:22]=[CH:21][CH:20]=[CH:19][C:16]=1[CH2:17][NH2:18].[CH3:23][N:24]1[C:28]([CH2:29][NH2:30])=[CH:27][N:26]=[CH:25]1. (8) Given the product [CH2:21]([N:12]([C:13]([O:14][C:15]([CH3:16])([CH3:17])[CH3:18])=[O:19])[C:13]([O:14][C:15]([CH3:18])([CH3:17])[CH3:16])=[O:19])[CH2:22][CH2:23][CH2:24][CH2:25][CH2:26][CH:27]=[CH2:28], predict the reactants needed to synthesize it. The reactants are: [H-].[Na+].N([NH:12][C:13](=[O:19])[O:14][C:15]([CH3:18])([CH3:17])[CH3:16])[NH:12][C:13](=[O:19])[O:14][C:15]([CH3:18])([CH3:17])[CH3:16].Br[CH2:21][CH2:22][CH2:23][CH2:24][CH2:25][CH2:26][CH:27]=[CH2:28]. (9) Given the product [C:1]1([CH3:24])[CH:6]=[CH:5][CH:4]=[C:3]([S:7]([N:10]2[CH2:19][CH2:18][CH2:17][C:16]3[N:15]=[CH:14][C:13]([C:20]([O:22][CH3:23])=[O:21])=[CH:12][C:11]2=3)(=[O:9])=[O:8])[CH:2]=1, predict the reactants needed to synthesize it. The reactants are: [C:1]1([CH3:24])[CH:6]=[CH:5][CH:4]=[C:3]([S:7]([N:10]2[CH2:19][CH:18]=[CH:17][C:16]3[N:15]=[CH:14][C:13]([C:20]([O:22][CH3:23])=[O:21])=[CH:12][C:11]2=3)(=[O:9])=[O:8])[CH:2]=1. (10) Given the product [Br:1][C:2]1[CH:3]=[C:4]([C:17](=[O:16])[CH:18]([F:20])[F:19])[CH:5]=[CH:6][CH:7]=1, predict the reactants needed to synthesize it. The reactants are: [Br:1][C:2]1[CH:7]=[CH:6][CH:5]=[C:4](I)[CH:3]=1.[Li]CCCC.C([O:16][C:17](=O)[CH:18]([F:20])[F:19])C.